Dataset: Choline transporter screen with 302,306 compounds. Task: Binary Classification. Given a drug SMILES string, predict its activity (active/inactive) in a high-throughput screening assay against a specified biological target. (1) The compound is s1c(c(cc1)C)c1sc(NC(=O)c2cc(OC)c(OC)c(OC)c2)nn1. The result is 0 (inactive). (2) The result is 0 (inactive). The molecule is o1c(CNC(=O)Cn2nc(nn2)c2ccccc2)ccc1. (3) The compound is O=C(Nc1cc2Cc3c(c2cc1)cccc3)c1ccc(OC)cc1. The result is 0 (inactive). (4) The molecule is O=C(Nc1cc2OCCOc2cc1)CN1CCC(NC(=O)Nc2c(OCC)cccc2)CC1. The result is 0 (inactive). (5) The drug is Clc1cc2nc(n(O)c(=O)c2cc1)c1ccc([N+]([O-])=O)cc1. The result is 0 (inactive). (6) The result is 0 (inactive). The molecule is Fc1cc(CCNC(=O)CCNC(=O)N2c3c(NC(=O)C2)cccc3)ccc1. (7) The compound is S1CN(C2CCCC2)CN(Cc2ccc(OC)cc2)C1=S. The result is 0 (inactive).